This data is from Peptide-MHC class I binding affinity with 185,985 pairs from IEDB/IMGT. The task is: Regression. Given a peptide amino acid sequence and an MHC pseudo amino acid sequence, predict their binding affinity value. This is MHC class I binding data. (1) The peptide sequence is KVYDKLFPV. The MHC is HLA-A02:01 with pseudo-sequence HLA-A02:01. The binding affinity (normalized) is 1.00. (2) The peptide sequence is LLPPSLLF. The MHC is H-2-Db with pseudo-sequence H-2-Db. The binding affinity (normalized) is 0. (3) The peptide sequence is YLDDPDLKY. The MHC is HLA-B07:02 with pseudo-sequence HLA-B07:02. The binding affinity (normalized) is 0.0847. (4) The peptide sequence is PDNGDYSEV. The MHC is Mamu-B08 with pseudo-sequence Mamu-B08. The binding affinity (normalized) is 0. (5) The peptide sequence is SAYYLDIGF. The MHC is HLA-B46:01 with pseudo-sequence HLA-B46:01. The binding affinity (normalized) is 0.0847. (6) The peptide sequence is ALPYWNFAT. The MHC is HLA-A02:01 with pseudo-sequence HLA-A02:01. The binding affinity (normalized) is 0.334.